Dataset: Orexin1 receptor HTS with 218,158 compounds and 233 confirmed actives. Task: Binary Classification. Given a drug SMILES string, predict its activity (active/inactive) in a high-throughput screening assay against a specified biological target. (1) The compound is O=C1N(c2c(/C1=N\N)cccc2)CC. The result is 0 (inactive). (2) The molecule is Brc1c(n(nc1)CC)C(=O)Nc1c(ccc([N+]([O-])=O)c1)C. The result is 0 (inactive). (3) The drug is O(c1c(cc(OC)c(OC)c1)/C=N\Nc1[nH]c2c(n1)cccc2)C. The result is 0 (inactive). (4) The drug is O=C(NC1C(C(CCC1)C)C)COC(=O)CCNc1c(OC)cccc1. The result is 0 (inactive). (5) The compound is S(=O)(=O)(N1CCOCC1)c1cc(NC(=O)COC(=O)CCc2c(OC)cccc2)ccc1. The result is 0 (inactive). (6) The compound is n1(c2c(ncnc2nc1)c1ccccc1)c1ccc(cc1)C. The result is 0 (inactive). (7) The drug is Clc1ccc(NC(=O)N(CCCN2CCOCC2)Cc2sccc2)cc1. The result is 0 (inactive).